The task is: Predict the reactants needed to synthesize the given product.. This data is from Full USPTO retrosynthesis dataset with 1.9M reactions from patents (1976-2016). Given the product [CH:14]1([CH2:13][O:12][C:7]2[C:2]([C:21]3[CH:22]=[CH:23][C:18]([F:17])=[CH:19][CH:20]=3)=[CH:3][C:4]([C:9]([NH:28][CH2:29][C:30]([OH:32])([CH3:33])[CH3:31])=[O:11])=[CH:5][N:6]=2)[CH2:16][CH2:15]1, predict the reactants needed to synthesize it. The reactants are: Br[C:2]1[CH:3]=[C:4]([C:9]([OH:11])=O)[CH:5]=[N:6][C:7]=1Cl.[OH:12][CH2:13][CH:14]1[CH2:16][CH2:15]1.[F:17][C:18]1[CH:23]=[CH:22][C:21](B(O)O)=[CH:20][CH:19]=1.Cl.[NH2:28][CH2:29][C:30]([CH3:33])([OH:32])[CH3:31].